Dataset: Reaction yield outcomes from USPTO patents with 853,638 reactions. Task: Predict the reaction yield, written as a fraction of the theoretical maximum amount of product (1.0 means a 100% yield; for example, 0.34 means a 34% yield). (1) The reactants are [OH-].[Na+].N1CCC[C@H]1C(O)=O.[CH3:11][O:12][N:13]=[C:14]1[CH2:18][N:17]([C:19]([C:21]2[CH:26]=[CH:25][C:24]([C:27]3[CH:32]=[CH:31][CH:30]=[CH:29][C:28]=3[CH3:33])=[CH:23][CH:22]=2)=[O:20])[C@H:16]([C:34]([O:36]C)=[O:35])[CH2:15]1.O1CCOCC1. The catalyst is O. The product is [CH3:11][O:12][N:13]=[C:14]1[CH2:18][N:17]([C:19]([C:21]2[CH:22]=[CH:23][C:24]([C:27]3[CH:32]=[CH:31][CH:30]=[CH:29][C:28]=3[CH3:33])=[CH:25][CH:26]=2)=[O:20])[C@H:16]([C:34]([OH:36])=[O:35])[CH2:15]1. The yield is 0.910. (2) The reactants are F[C:2]1C(N)=NC(N)=NC=1.[OH:10][C:11]1[CH:19]=[CH:18][C:17]([N+:20]([O-:22])=[O:21])=[CH:16][C:12]=1[C:13]([OH:15])=[O:14].C(=O)([O-])[O-].[K+].[K+].IC. No catalyst specified. The product is [OH:10][C:11]1[CH:19]=[CH:18][C:17]([N+:20]([O-:22])=[O:21])=[CH:16][C:12]=1[C:13]([O:15][CH3:2])=[O:14]. The yield is 0.770.